From a dataset of CYP2C9 inhibition data for predicting drug metabolism from PubChem BioAssay. Regression/Classification. Given a drug SMILES string, predict its absorption, distribution, metabolism, or excretion properties. Task type varies by dataset: regression for continuous measurements (e.g., permeability, clearance, half-life) or binary classification for categorical outcomes (e.g., BBB penetration, CYP inhibition). Dataset: cyp2c9_veith. (1) The compound is COc1ccc(OC)c(CNC(=O)CCNC(=O)Cn2ccc3ccccc3c2=O)c1. The result is 0 (non-inhibitor). (2) The result is 0 (non-inhibitor). The molecule is CCN(c1ccccc1)c1cc(NC)[n+](C)c(C)n1. (3) The result is 1 (inhibitor). The drug is CS(=O)(=O)N1CCN(c2ccc([N+](=O)[O-])c(N3CCOCC3)c2)CC1. (4) The molecule is COc1ccc(CC(=O)NCc2ccccn2)cc1OC. The result is 0 (non-inhibitor). (5) The molecule is COc1ccc(-c2nc3cnc(N(C)C)nc3n(C[C@H]3CCCO3)c2=O)cc1. The result is 0 (non-inhibitor). (6) The result is 0 (non-inhibitor). The molecule is FC(F)(F)c1cc(CN2CCC3(CCNCC3)CC2)cc(C(F)(F)F)c1. (7) The molecule is C[C@@H](CN1CCC(Cc2ccccc2)CC1)[C@@H](O)c1ccc(O)cc1. The result is 0 (non-inhibitor). (8) The compound is O=C(CSc1nc2ccc([N+](=O)[O-])cc2s1)c1ccc2ccccc2c1. The result is 0 (non-inhibitor). (9) The molecule is Cc1nn(Cc2ccc([N+](=O)[O-])cc2)c(=O)n1-c1cccc(F)c1. The result is 0 (non-inhibitor).